The task is: Predict the product of the given reaction.. This data is from Forward reaction prediction with 1.9M reactions from USPTO patents (1976-2016). (1) The product is: [ClH:34].[F:33][C:30]1[CH:31]=[CH:32][C:27]([CH2:26][N:11]2[C:12]3[C:17](=[CH:16][CH:15]=[CH:14][CH:13]=3)[C:18]3[C:19]([CH3:24])([CH3:25])[CH:20]([C:21]([OH:23])=[O:22])[NH:8][CH2:9][C:10]2=3)=[CH:28][CH:29]=1. Given the reactants C(OC([N:8]1[CH:20]([C:21]([OH:23])=[O:22])[C:19]([CH3:25])([CH3:24])[C:18]2[C:17]3[C:12](=[CH:13][CH:14]=[CH:15][CH:16]=3)[N:11]([CH2:26][C:27]3[CH:32]=[CH:31][C:30]([F:33])=[CH:29][CH:28]=3)[C:10]=2[CH2:9]1)=O)(C)(C)C.[ClH:34], predict the reaction product. (2) Given the reactants [C:1]([NH:4][C:5](=[CH:10][C:11]1[CH:16]=[CH:15][C:14]([C:17]#[N:18])=[CH:13][C:12]=1[O:19][CH2:20][CH2:21][NH:22]C(OC(C)(C)C)=O)[C:6]([O:8][CH3:9])=[O:7])(=[O:3])[CH3:2].[ClH:30], predict the reaction product. The product is: [ClH:30].[C:1]([NH:4][C:5](=[CH:10][C:11]1[CH:16]=[CH:15][C:14]([C:17]#[N:18])=[CH:13][C:12]=1[O:19][CH2:20][CH2:21][NH2:22])[C:6]([O:8][CH3:9])=[O:7])(=[O:3])[CH3:2]. (3) Given the reactants C(OC([NH:8][C@H:9]([C:30]([O:32][CH3:33])=[O:31])[CH2:10][C:11]1[CH:16]=[CH:15][C:14]([CH2:17][CH2:18][CH2:19][C:20]2[CH:29]=[CH:28][C:27]3[CH2:26][CH2:25][CH2:24][NH:23][C:22]=3[N:21]=2)=[CH:13][CH:12]=1)=O)(C)(C)C.C(O)(C(F)(F)F)=O, predict the reaction product. The product is: [N:21]1[C:22]2[NH:23][CH2:24][CH2:25][CH2:26][C:27]=2[CH:28]=[CH:29][C:20]=1[CH2:19][CH2:18][CH2:17][C:14]1[CH:15]=[CH:16][C:11]([CH2:10][C@@H:9]([C:30]([O:32][CH3:33])=[O:31])[NH2:8])=[CH:12][CH:13]=1. (4) Given the reactants [F:1][C:2]([F:16])([C:12]([F:15])([F:14])[F:13])[CH2:3][CH2:4][CH2:5][S:6]([CH2:8][CH2:9][CH2:10]Cl)=[O:7].[NH2:17][CH2:18][C:19]([CH3:22])([OH:21])[CH3:20], predict the reaction product. The product is: [CH3:20][C:19]([OH:21])([CH3:22])[CH2:18][NH:17][CH2:10][CH2:9][CH2:8][S:6]([CH2:5][CH2:4][CH2:3][C:2]([F:16])([F:1])[C:12]([F:15])([F:14])[F:13])=[O:7].